From a dataset of Full USPTO retrosynthesis dataset with 1.9M reactions from patents (1976-2016). Predict the reactants needed to synthesize the given product. Given the product [CH2:1]([N:8]1[CH2:13][CH2:12][CH2:11][CH2:10][CH:9]1[CH2:14][C:16]#[N:17])[C:2]1[CH:7]=[CH:6][CH:5]=[CH:4][CH:3]=1, predict the reactants needed to synthesize it. The reactants are: [CH2:1]([N:8]1[CH2:13][CH2:12][CH2:11][CH2:10][CH:9]1[CH2:14]Br)[C:2]1[CH:7]=[CH:6][CH:5]=[CH:4][CH:3]=1.[C-:16]#[N:17].[Na+].O.